From a dataset of Full USPTO retrosynthesis dataset with 1.9M reactions from patents (1976-2016). Predict the reactants needed to synthesize the given product. (1) Given the product [C:20]1([C:18]2[CH:19]=[C:14]3[C:13]([C:26]4[CH:31]=[CH:30][C:29]([C:32]5[NH:36][N:35]=[N:34][N:33]=5)=[CH:28][CH:27]=4)=[CH:12][NH:11][C:15]3=[N:16][CH:17]=2)[CH:21]=[CH:22][CH:23]=[CH:24][CH:25]=1, predict the reactants needed to synthesize it. The reactants are: CC1C=CC(S([N:11]2[C:15]3=[N:16][CH:17]=[C:18]([C:20]4[CH:25]=[CH:24][CH:23]=[CH:22][CH:21]=4)[CH:19]=[C:14]3[C:13]([C:26]3[CH:31]=[CH:30][C:29]([C:32]4[NH:36][N:35]=[N:34][N:33]=4)=[CH:28][CH:27]=3)=[CH:12]2)(=O)=O)=CC=1.[F-].C([N+](CCCC)(CCCC)CCCC)CCC. (2) Given the product [Cl:1][C:2]1[C:7]([O:8][CH3:9])=[CH:6][N:5]=[C:4]2[N:10]([S:21]([C:15]3[CH:20]=[CH:19][CH:18]=[CH:17][CH:16]=3)(=[O:23])=[O:22])[CH:11]=[CH:12][C:3]=12, predict the reactants needed to synthesize it. The reactants are: [Cl:1][C:2]1[C:7]([O:8][CH3:9])=[CH:6][N:5]=[C:4]2[NH:10][CH:11]=[CH:12][C:3]=12.[H-].[Na+].[C:15]1([S:21](Cl)(=[O:23])=[O:22])[CH:20]=[CH:19][CH:18]=[CH:17][CH:16]=1.O. (3) The reactants are: [CH2:1]([O:8][C:9]([C:11]1[C:19]2[C:14](=[CH:15][CH:16]=[C:17]([O:20][CH2:21][CH2:22]Cl)[CH:18]=2)[N:13]([CH3:24])[C:12]=1[CH3:25])=[O:10])[C:2]1[CH:7]=[CH:6][CH:5]=[CH:4][CH:3]=1.C(=O)([O-])[O-].[K+].[K+].[I-].[K+].[CH2:34]([NH:36][CH2:37][CH3:38])[CH3:35].[K+].[Br-]. Given the product [CH2:1]([O:8][C:9]([C:11]1[C:19]2[C:14](=[CH:15][CH:16]=[C:17]([O:20][CH2:21][CH2:22][N:36]([CH2:37][CH3:38])[CH2:34][CH3:35])[CH:18]=2)[N:13]([CH3:24])[C:12]=1[CH3:25])=[O:10])[C:2]1[CH:7]=[CH:6][CH:5]=[CH:4][CH:3]=1, predict the reactants needed to synthesize it. (4) Given the product [F:1][C:2]1[CH:3]=[CH:4][CH:5]=[C:6]2[C:10]=1[N:9]([C:12]([O:14][C:15]([CH3:18])([CH3:17])[CH3:16])=[O:13])[N:8]=[C:7]2[OH:11], predict the reactants needed to synthesize it. The reactants are: [F:1][C:2]1[CH:3]=[CH:4][CH:5]=[C:6]2[C:10]=1[NH:9][N:8]=[C:7]2[OH:11].[C:12](O[C:12]([O:14][C:15]([CH3:18])([CH3:17])[CH3:16])=[O:13])([O:14][C:15]([CH3:18])([CH3:17])[CH3:16])=[O:13]. (5) Given the product [NH2:6][C:7]1[C:8]([CH3:11])=[CH:9][CH:10]=[C:2]([F:1])[C:3]=1[C:4]([OH:13])=[O:14], predict the reactants needed to synthesize it. The reactants are: [F:1][C:2]1[CH:10]=[CH:9][C:8]([CH3:11])=[C:7]2[C:3]=1[C:4](=[O:13])C(=O)[NH:6]2.[OH:14]O. (6) The reactants are: [N+:1]([C:4]1[CH:26]=[CH:25][C:7]([CH2:8][N:9]([CH2:15][C:16]2[CH:21]=[CH:20][C:19]([N+:22]([O-])=O)=[CH:18][CH:17]=2)[C:10]2[CH:14]=[CH:13][O:12][N:11]=2)=[CH:6][CH:5]=1)([O-])=O.[N+](C1C=CC(CN(CC2C=CC([N+]([O-])=O)=CC=2)C2C=CC=CC=2)=CC=1)([O-])=O. Given the product [NH2:1][C:4]1[CH:5]=[CH:6][C:7]([CH2:8][N:9]([CH2:15][C:16]2[CH:21]=[CH:20][C:19]([NH2:22])=[CH:18][CH:17]=2)[C:10]2[CH:14]=[CH:13][O:12][N:11]=2)=[CH:25][CH:26]=1, predict the reactants needed to synthesize it.